This data is from Retrosynthesis with 50K atom-mapped reactions and 10 reaction types from USPTO. The task is: Predict the reactants needed to synthesize the given product. (1) Given the product N#CC1c2ccccc2COc2ccccc21, predict the reactants needed to synthesize it. The reactants are: ClC1c2ccccc2COc2ccccc21.N#C[Cu]. (2) Given the product O=[N+]([O-])c1cc(OCc2ccccc2)ccc1S(=O)(=O)Nc1ccc2c(c1)B(O)OC2, predict the reactants needed to synthesize it. The reactants are: Nc1ccc2c(c1)B(O)OC2.O=[N+]([O-])c1cc(OCc2ccccc2)ccc1S(=O)(=O)Cl. (3) Given the product Oc1cc(C(F)(F)F)c2ccccc2n1, predict the reactants needed to synthesize it. The reactants are: CCOC(=O)CC(=O)C(F)(F)F.Nc1ccccc1. (4) The reactants are: CO.O=C(O)c1cc(F)cnc1Cl. Given the product COC(=O)c1cc(F)cnc1Cl, predict the reactants needed to synthesize it. (5) Given the product CCCCCCCSc1ccc(Br)cc1, predict the reactants needed to synthesize it. The reactants are: CCCCCCCBr.Sc1ccc(Br)cc1. (6) Given the product CCNC(=O)c1ccc(-n2nnc(C(=O)NC3CC3)c2Cc2ccccc2)cc1, predict the reactants needed to synthesize it. The reactants are: CCNC(=O)c1ccc(-n2nnc(C(=O)O)c2Cc2ccccc2)cc1.NC1CC1. (7) Given the product O=C(NCC(=O)N1CCC(Oc2cccc(C(F)(F)F)c2)CC1)c1cn(-c2ccccc2)cn1, predict the reactants needed to synthesize it. The reactants are: NCC(=O)N1CCC(Oc2cccc(C(F)(F)F)c2)CC1.O=C(O)c1cn(-c2ccccc2)cn1. (8) Given the product CC(CCO)c1ccc2ncccc2c1, predict the reactants needed to synthesize it. The reactants are: C=C(CCO)c1ccc2ncccc2c1. (9) Given the product COC(=O)c1cc2[nH]c(-c3ccc(Cl)cc3)c(C3CCCCC3)c2s1, predict the reactants needed to synthesize it. The reactants are: COC(=O)c1cc2[nH]c(-c3ccc(Cl)cc3)c(C3=CCCCC3)c2s1. (10) Given the product COC(=O)CSC(C(=O)CC(C)C)C(C)C, predict the reactants needed to synthesize it. The reactants are: CC(C)CC(=O)C(S)C(C)C.COC(=O)CCl.